This data is from Full USPTO retrosynthesis dataset with 1.9M reactions from patents (1976-2016). The task is: Predict the reactants needed to synthesize the given product. (1) Given the product [C:9]1([C:5]2[CH:6]=[CH:7][C:2]([NH2:1])=[N:3][CH:4]=2)[CH:14]=[CH:13][CH:12]=[CH:11][CH:10]=1, predict the reactants needed to synthesize it. The reactants are: [NH2:1][C:2]1[CH:7]=[CH:6][C:5](Br)=[CH:4][N:3]=1.[C:9]1(B(O)O)[CH:14]=[CH:13][CH:12]=[CH:11][CH:10]=1.C([O-])([O-])=O.[Na+].[Na+]. (2) The reactants are: C(=O)([O-])[O-].[K+].[K+].[CH3:7][C:8]([CH3:65])([CH2:63][CH3:64])[CH2:9][C:10]1[N:11]=[C:12]([CH2:34][CH:35]([N:49]([CH3:62])S(C2C=CC([N+]([O-])=O)=CC=2)(=O)=O)[C:36]2[CH:41]=[CH:40][C:39]([C:42]3[CH:47]=[CH:46][C:45]([F:48])=[CH:44][N:43]=3)=[CH:38][CH:37]=2)[N:13]([C:15]([C:28]2[CH:33]=[CH:32][CH:31]=[CH:30][CH:29]=2)([C:22]2[CH:27]=[CH:26][CH:25]=[CH:24][CH:23]=2)[C:16]2[CH:21]=[CH:20][CH:19]=[CH:18][CH:17]=2)[CH:14]=1.C1(S)C=CC=CC=1. Given the product [CH3:7][C:8]([CH3:65])([CH2:63][CH3:64])[CH2:9][C:10]1[N:11]=[C:12]([CH2:34][CH:35]([C:36]2[CH:37]=[CH:38][C:39]([C:42]3[CH:47]=[CH:46][C:45]([F:48])=[CH:44][N:43]=3)=[CH:40][CH:41]=2)[NH:49][CH3:62])[N:13]([C:15]([C:28]2[CH:33]=[CH:32][CH:31]=[CH:30][CH:29]=2)([C:22]2[CH:27]=[CH:26][CH:25]=[CH:24][CH:23]=2)[C:16]2[CH:17]=[CH:18][CH:19]=[CH:20][CH:21]=2)[CH:14]=1, predict the reactants needed to synthesize it. (3) Given the product [CH2:31]1[O:33][C:38]2[CH:43]=[CH:42][C:41]([NH:44][C:8]([C@@H:6]3[C@@H:5]([CH2:1][CH2:2][CH2:3][CH3:4])[O:7]3)=[O:10])=[CH:40][C:39]=2[O:32]1, predict the reactants needed to synthesize it. The reactants are: [CH2:1]([C@H:5]1[O:7][C@@H:6]1[C:8]([OH:10])=O)[CH2:2][CH2:3][CH3:4].CCCCC(F)(F)C(O)CC[C@@H]1[C@@H](CCCCCC[C:31]([OH:33])=[O:32])C(=O)C[C@H]1O.[CH2:38]1[CH2:43][CH2:42][CH:41]([NH:44]C2CCCCC2)[CH2:40][CH2:39]1.C(Cl)(=O)C(C)(C)C. (4) Given the product [F:33][C:32]([F:35])([F:34])[C:30]([OH:36])=[O:31].[NH2:8][CH2:9][CH2:10][CH2:11][O:12][C:13]1[CH:29]=[CH:28][C:16]2[CH2:17][CH:18]([CH2:23][C:24]([O:26][CH3:27])=[O:25])[C:19](=[O:22])[NH:20][CH2:21][C:15]=2[CH:14]=1, predict the reactants needed to synthesize it. The reactants are: C(OC([NH:8][CH2:9][CH2:10][CH2:11][O:12][C:13]1[CH:29]=[CH:28][C:16]2[CH2:17][CH:18]([CH2:23][C:24]([O:26][CH3:27])=[O:25])[C:19](=[O:22])[NH:20][CH2:21][C:15]=2[CH:14]=1)=O)(C)(C)C.[C:30]([OH:36])([C:32]([F:35])([F:34])[F:33])=[O:31]. (5) Given the product [CH3:23][C:19]1[C:18](/[CH:24]=[CH:25]/[CH2:26][CH2:27][CH3:28])=[C:17]([CH:22]=[CH:21][CH:20]=1)[C:16]([NH:15][C:6]1([C:4]([OH:5])=[O:3])[CH2:14][C:13]2[C:8](=[CH:9][CH:10]=[CH:11][CH:12]=2)[CH2:7]1)=[O:29], predict the reactants needed to synthesize it. The reactants are: C([O:3][C:4]([C:6]1([NH:15][C:16](=[O:29])[C:17]2[CH:22]=[CH:21][CH:20]=[C:19]([CH3:23])[C:18]=2/[CH:24]=[CH:25]/[CH2:26][CH2:27][CH3:28])[CH2:14][C:13]2[C:8](=[CH:9][CH:10]=[CH:11][CH:12]=2)[CH2:7]1)=[O:5])C.[OH-].[K+].O. (6) Given the product [Br:1][C:2]1[CH:7]=[C:6]([F:8])[CH:5]=[CH:4][C:3]=1[CH:9]1[N:10]=[C:11]([N:22]2[CH:26]=[N:25][C:24]([C:27]#[N:28])=[N:23]2)[NH:12][C:13]([CH2:20][N:30]2[CH2:35][CH2:34][O:33][CH:32]([C:36]([OH:38])=[O:37])[CH2:31]2)=[C:14]1[C:15]([O:17][CH2:18][CH3:19])=[O:16], predict the reactants needed to synthesize it. The reactants are: [Br:1][C:2]1[CH:7]=[C:6]([F:8])[CH:5]=[CH:4][C:3]=1[CH:9]1[C:14]([C:15]([O:17][CH2:18][CH3:19])=[O:16])=[C:13]([CH2:20]Br)[NH:12][C:11]([N:22]2[CH:26]=[N:25][C:24]([C:27]#[N:28])=[N:23]2)=[N:10]1.Cl.[NH:30]1[CH2:35][CH2:34][O:33][CH:32]([C:36]([OH:38])=[O:37])[CH2:31]1. (7) Given the product [CH3:1][C:2]1[CH:26]=[CH:25][C:5]2[NH:6][C:7]3[CH:24]=[CH:23][CH:22]=[CH:21][C:8]=3[N:9]=[C:10]([N:11]3[CH2:16][CH2:15][N:14]([CH3:29])[C@@H:13]([CH2:17][CH2:18][O:19][CH3:20])[CH2:12]3)[C:4]=2[CH:3]=1, predict the reactants needed to synthesize it. The reactants are: [CH3:1][C:2]1[CH:26]=[CH:25][C:5]2[NH:6][C:7]3[CH:24]=[CH:23][CH:22]=[CH:21][C:8]=3[N:9]=[C:10]([N:11]3[CH2:16][CH2:15][NH:14][C@@H:13]([CH2:17][CH2:18][O:19][CH3:20])[CH2:12]3)[C:4]=2[CH:3]=1.C=O.[C:29](O[BH-](OC(=O)C)OC(=O)C)(=O)C.[Na+]. (8) Given the product [CH:12]1([CH2:11][NH:10][C:2]2[C:7]([O:8][CH3:9])=[CH:6][CH:5]=[CH:4][N:3]=2)[CH2:14][CH2:13]1, predict the reactants needed to synthesize it. The reactants are: Cl[C:2]1[C:7]([O:8][CH3:9])=[CH:6][CH:5]=[CH:4][N:3]=1.[NH2:10][CH2:11][CH:12]1[CH2:14][CH2:13]1.